From a dataset of Forward reaction prediction with 1.9M reactions from USPTO patents (1976-2016). Predict the product of the given reaction. (1) Given the reactants [NH:1]=[C:2]1[C:11]2[N:10]=[CH:9][CH:8]=[CH:7][C:6]=2[CH:5]=[CH:4][N:3]1[NH2:12].CC1C=C(C)C=C(C)C=1S([O-])(=O)=O.[OH-].[Na+].[OH:28][CH2:29][C:30](OC)=O, predict the reaction product. The product is: [N:1]1[C:30]([CH2:29][OH:28])=[N:12][N:3]2[C:2]=1[C:11]1[N:10]=[CH:9][CH:8]=[CH:7][C:6]=1[CH:5]=[CH:4]2. (2) Given the reactants [F:1][C:2]([F:16])([F:15])[CH2:3][NH:4][CH2:5][C:6]1[CH:7]=[C:8]([O:13][CH3:14])[CH:9]=[CH:10][C:11]=1[Br:12].[C:17](O[C:17]([O:19][C:20]([CH3:23])([CH3:22])[CH3:21])=[O:18])([O:19][C:20]([CH3:23])([CH3:22])[CH3:21])=[O:18], predict the reaction product. The product is: [C:20]([O:19][C:17]([N:4]([CH2:5][C:6]1[CH:7]=[C:8]([O:13][CH3:14])[CH:9]=[CH:10][C:11]=1[Br:12])[CH2:3][C:2]([F:1])([F:15])[F:16])=[O:18])([CH3:23])([CH3:22])[CH3:21].